This data is from Experimentally validated miRNA-target interactions with 360,000+ pairs, plus equal number of negative samples. The task is: Binary Classification. Given a miRNA mature sequence and a target amino acid sequence, predict their likelihood of interaction. (1) The miRNA is hsa-miR-4278 with sequence CUAGGGGGUUUGCCCUUG. The protein sequence of the target gene is MMRFMLLFSRQGKLRLQKWYLATSDKERKKMVRELMQVVLARKPKMCSFLEWRDLKVVYKRYASLYFCCAIEGQDNELITLELIHRYVELLDKYFGSVCELDIIFNFEKAYFILDEFLMGGDVQDTSKKSVLKAIEQADLLQEEDESPRSVLEEMGLA. Result: 1 (interaction). (2) The miRNA is mmu-let-7b-5p with sequence UGAGGUAGUAGGUUGUGUGGUU. The protein sequence of the target gene is METNVPKRKEPAKSLRIKVISMGNAEVGKSCIIKRYCEKRFVSKYLATIGIDYGVTKVQVRDREIKVNIFDMAGHPFFFEVRNEFYKDTQGVILVYDVGQKDSFDALDSWLAEMKQELGPHGNMDNIVFVVCANKIDCSKHRCIDESEGRLWAESKGFLYFETSAQTGEGINEMFQTFYLSIVDLCENGGKRPTASSSASFTKEQADTIRRIRNSKDSWEMLGVRPGASREEVNKAYRKLAVLLHPDKCVAPGSEDAFKAVVNARTALLKNIK. Result: 1 (interaction).